From a dataset of Forward reaction prediction with 1.9M reactions from USPTO patents (1976-2016). Predict the product of the given reaction. (1) The product is: [F:13][C:14]1[CH:33]=[CH:32][C:17]([O:18][C:19]2[C:20]([C:29]([NH:1][C:2]3[CH:3]=[C:4]([CH:10]=[CH:11][CH:12]=3)[C:5]([OH:7])=[O:6])=[O:30])=[N:21][C:22]3[C:27]([N:28]=2)=[CH:26][CH:25]=[CH:24][CH:23]=3)=[C:16]([O:34][CH3:35])[CH:15]=1. Given the reactants [NH2:1][C:2]1[CH:3]=[C:4]([CH:10]=[CH:11][CH:12]=1)[C:5]([O:7]CC)=[O:6].[F:13][C:14]1[CH:33]=[CH:32][C:17]([O:18][C:19]2[C:20]([C:29](O)=[O:30])=[N:21][C:22]3[C:27]([N:28]=2)=[CH:26][CH:25]=[CH:24][CH:23]=3)=[C:16]([O:34][CH3:35])[CH:15]=1.CN(C(ON1N=NC2C=CC=NC1=2)=[N+](C)C)C.F[P-](F)(F)(F)(F)F.CCN(CC)CC.[OH-].[Li+], predict the reaction product. (2) Given the reactants [NH2:1][CH2:2][C@@H:3]1[C@H:8]([CH3:9])[CH2:7][CH2:6][CH2:5][N:4]1[C:10]([C:12]1[CH:17]=[C:16]([CH3:18])[CH:15]=[CH:14][C:13]=1[N:19]1[CH:23]=[N:22][C:21]([CH3:24])=[N:20]1)=[O:11].Br[C:26]1[CH:31]=[CH:30][C:29]([CH3:32])=[CH:28][N:27]=1, predict the reaction product. The product is: [CH3:9][C@@H:8]1[CH2:7][CH2:6][CH2:5][N:4]([C:10]([C:12]2[CH:17]=[C:16]([CH3:18])[CH:15]=[CH:14][C:13]=2[N:19]2[CH:23]=[N:22][C:21]([CH3:24])=[N:20]2)=[O:11])[C@@H:3]1[CH2:2][NH:1][C:26]1[CH:31]=[CH:30][C:29]([CH3:32])=[CH:28][N:27]=1. (3) Given the reactants Cl[C:2]1[C:3](=[O:21])[N:4]([CH2:17][CH:18]([CH3:20])[CH3:19])[C:5]([C:9]2[C:14]([F:15])=[CH:13][CH:12]=[CH:11][C:10]=2[F:16])=[C:6]([Cl:8])[N:7]=1.[NH:22]1[CH:26]=[CH:25][CH:24]=[N:23]1.C(=O)([O-])[O-].[K+].[K+], predict the reaction product. The product is: [Cl:8][C:6]1[N:7]=[C:2]([N:22]2[CH:26]=[CH:25][CH:24]=[N:23]2)[C:3](=[O:21])[N:4]([CH2:17][CH:18]([CH3:20])[CH3:19])[C:5]=1[C:9]1[C:14]([F:15])=[CH:13][CH:12]=[CH:11][C:10]=1[F:16]. (4) Given the reactants [C:1]1(/[C:7](=[CH:11]\[C:12]2[CH:17]=[CH:16][CH:15]=[CH:14][CH:13]=2)/[C:8]([OH:10])=O)[CH:6]=[CH:5][CH:4]=[CH:3][CH:2]=1.[CH3:18][O:19][C:20](=[O:28])[CH2:21][CH2:22][CH2:23][CH2:24][CH2:25][CH2:26][NH2:27].CCN=C=NCCCN(C)C.C1C=CC2N(O)N=NC=2C=1, predict the reaction product. The product is: [C:1]1(/[C:7](=[CH:11]\[C:12]2[CH:17]=[CH:16][CH:15]=[CH:14][CH:13]=2)/[C:8]([NH:27][CH2:26][CH2:25][CH2:24][CH2:23][CH2:22][CH2:21][C:20]([O:19][CH3:18])=[O:28])=[O:10])[CH:2]=[CH:3][CH:4]=[CH:5][CH:6]=1. (5) Given the reactants Br[C:2]1[C:3]2[C:8]([C:9]([C:16]3[CH:21]=[CH:20][C:19]([C:22]4[C:31]5[C:26](=[CH:27][CH:28]=[CH:29][CH:30]=5)[CH:25]=[CH:24][CH:23]=4)=[CH:18][CH:17]=3)=[C:10]3[C:15]=1[CH:14]=[CH:13][CH:12]=[CH:11]3)=[CH:7][CH:6]=[CH:5][CH:4]=2.C([Li])CCC.[B:37]([O:42]C)(OC)[O:38]C.Cl, predict the reaction product. The product is: [C:22]1([C:19]2[CH:18]=[CH:17][C:16]([C:9]3[C:8]4[C:3](=[CH:4][CH:5]=[CH:6][CH:7]=4)[C:2]([B:37]([OH:42])[OH:38])=[C:15]4[C:10]=3[CH:11]=[CH:12][CH:13]=[CH:14]4)=[CH:21][CH:20]=2)[C:31]2[C:26](=[CH:27][CH:28]=[CH:29][CH:30]=2)[CH:25]=[CH:24][CH:23]=1. (6) The product is: [CH2:26]([C:9]1([C:10]2[C:15]([C:16]3[CH:21]=[CH:20][CH:19]=[CH:18][CH:17]=3)=[CH:14][C:13]([C:22]#[N:23])=[CH:12][CH:11]=2)[N:4]2[CH:3]=[N:2][CH:1]=[C:5]2[CH2:6][CH2:7][CH2:8]1)[CH:25]=[CH2:24]. Given the reactants [CH:1]1[N:2]=[CH:3][N:4]2[CH:9]([C:10]3[C:15]([C:16]4[CH:21]=[CH:20][CH:19]=[CH:18][CH:17]=4)=[CH:14][C:13]([C:22]#[N:23])=[CH:12][CH:11]=3)[CH2:8][CH2:7][CH2:6][C:5]=12.[CH2:24](Br)[CH:25]=[CH2:26], predict the reaction product. (7) Given the reactants Cl[C:2]1[CH:7]=[CH:6][N:5]([C:8]2[CH:13]=[CH:12][CH:11]=[CH:10][C:9]=2[Cl:14])[C:4](=O)[C:3]=1[C:16]#[N:17].[OH2:18].[NH2:19][NH2:20], predict the reaction product. The product is: [NH2:17][C:16]1[C:3]2[C:4](=[O:18])[N:5]([C:8]3[CH:13]=[CH:12][CH:11]=[CH:10][C:9]=3[Cl:14])[CH:6]=[CH:7][C:2]=2[NH:20][N:19]=1.